Predict the reactants needed to synthesize the given product. From a dataset of Full USPTO retrosynthesis dataset with 1.9M reactions from patents (1976-2016). Given the product [CH:1]1([CH:6]([N:10]2[CH:14]=[C:13]([C:15]3[N:20]4[CH:21]=[CH:22][N:23]=[C:19]4[CH:18]=[C:17]([C:24]4[CH:25]=[CH:26][C:27]([CH:37]5[CH2:36][CH2:15][N:20]([CH3:21])[CH2:19][CH2:18]5)=[CH:28][CH:29]=4)[N:16]=3)[CH:12]=[N:11]2)[CH2:7][C:8]#[N:9])[CH2:5][CH2:4][CH2:3][CH2:2]1, predict the reactants needed to synthesize it. The reactants are: [CH:1]1([CH:6]([N:10]2[CH:14]=[C:13]([C:15]3[N:20]4[CH:21]=[CH:22][N:23]=[C:19]4[CH:18]=[C:17]([C:24]4[CH:29]=[CH:28][C:27](N5CCOCC5)=[CH:26][CH:25]=4)[N:16]=3)[CH:12]=[N:11]2)[CH2:7][C:8]#[N:9])[CH2:5][CH2:4][CH2:3][CH2:2]1.[CH2:36](O)[CH3:37].